The task is: Predict the product of the given reaction.. This data is from Forward reaction prediction with 1.9M reactions from USPTO patents (1976-2016). (1) Given the reactants C([NH:6][C:7]1[CH:12]=[CH:11][C:10]([N+:13]([O-:15])=[O:14])=[CH:9][C:8]=1[C:16]#[C:17][C:18]([CH3:24])([CH3:23])[C:19]([O:21][CH3:22])=[O:20])(=O)CCC, predict the reaction product. The product is: [CH3:23][C:18]([C:17]1[NH:6][C:7]2[C:8]([CH:16]=1)=[CH:9][C:10]([N+:13]([O-:15])=[O:14])=[CH:11][CH:12]=2)([CH3:24])[C:19]([O:21][CH3:22])=[O:20]. (2) Given the reactants [Cl:1][C:2]1[CH:10]=[CH:9][C:8]2[CH2:7][CH2:6][CH2:5][C:4]=2[C:3]=1[OH:11].[Na].[C:13]1([CH:19]([C:29]2[CH:34]=[CH:33][CH:32]=[CH:31][CH:30]=2)[N:20]2[CH2:23][CH:22](OS(C)(=O)=O)[CH2:21]2)[CH:18]=[CH:17][CH:16]=[CH:15][CH:14]=1.S([O-])(=O)(=O)C, predict the reaction product. The product is: [Cl:1][C:2]1[C:3]([O:11][CH:22]2[CH2:23][N:20]([CH:19]([C:13]3[CH:18]=[CH:17][CH:16]=[CH:15][CH:14]=3)[C:29]3[CH:34]=[CH:33][CH:32]=[CH:31][CH:30]=3)[CH2:21]2)=[C:4]2[C:8](=[CH:9][CH:10]=1)[CH2:7][CH2:6][CH2:5]2. (3) The product is: [CH2:35]([O:34][P:33]([CH2:38][CH2:39][NH:40][CH2:22][CH2:21][C:4]1[C:5]([O:14][CH2:15][CH2:16][Si:17]([CH3:20])([CH3:19])[CH3:18])=[C:6]2[C:10](=[C:11]([CH3:12])[C:3]=1[CH2:1][CH3:2])[CH2:9][O:8][C:7]2=[O:13])(=[O:37])[O:32][CH2:30][CH3:31])[CH3:36]. Given the reactants [CH2:1]([C:3]1[C:11]([CH3:12])=[C:10]2[C:6]([C:7](=[O:13])[O:8][CH2:9]2)=[C:5]([O:14][CH2:15][CH2:16][Si:17]([CH3:20])([CH3:19])[CH3:18])[C:4]=1[CH2:21][CH:22]=O)[CH3:2].C(O)(=O)C(O)=O.[CH2:30]([O:32][P:33]([CH2:38][CH2:39][NH2:40])(=[O:37])[O:34][CH2:35][CH3:36])[CH3:31].C(O)(=O)C.C(O[BH-](OC(=O)C)OC(=O)C)(=O)C.[Na+], predict the reaction product. (4) Given the reactants [C:1]1([OH:7])[CH:6]=[CH:5][CH:4]=[CH:3][CH:2]=1.[H-].[Na+].Cl[CH2:11][CH2:12][CH2:13][CH2:14][OH:15].O.[CH3:17]N(C=O)C, predict the reaction product. The product is: [CH3:17][O:15][CH2:14][CH2:13][CH2:12][CH2:11][O:7][C:1]1[CH:6]=[CH:5][CH:4]=[CH:3][CH:2]=1. (5) Given the reactants [O:1]1[C:5]2([CH2:10][CH2:9][C:8](=[O:11])[CH2:7][CH2:6]2)[O:4][CH2:3][CH2:2]1.[Li+].C[Si]([N-][Si](C)(C)C)(C)C.[F:22][C:23]([F:43])([F:42])[S:24](N(C1C=CC(Cl)=CN=1)[S:24]([C:23]([F:43])([F:42])[F:22])(=[O:26])=[O:25])(=[O:26])=[O:25].O, predict the reaction product. The product is: [F:22][C:23]([F:43])([F:42])[S:24]([O:11][C:8]1[CH2:7][CH2:6][C:5]2([O:4][CH2:3][CH2:2][O:1]2)[CH2:10][CH:9]=1)(=[O:26])=[O:25].